Task: Predict which catalyst facilitates the given reaction.. Dataset: Catalyst prediction with 721,799 reactions and 888 catalyst types from USPTO (1) Reactant: F[C:2]1[CH:3]=[C:4]2[C:8](=[CH:9][C:10]=1[F:11])[N:7](S(C1C=CC=CC=1)(=O)=O)[CH:6]=[C:5]2[C:21]1[CH:22]=[N:23][N:24]([CH2:26][CH:27]2CCNCC2)[CH:25]=1.IC1C[N:36]([C:38]([O:40][C:41]([CH3:44])([CH3:43])[CH3:42])=[O:39])[CH2:35]1.[H-].[Na+].[OH-].[Na+]. Product: [F:11][C:10]1[CH:9]=[C:8]2[C:4]([C:5]([C:21]3[CH:22]=[N:23][N:24]([CH:26]4[CH2:27][N:36]([C:38]([O:40][C:41]([CH3:44])([CH3:43])[CH3:42])=[O:39])[CH2:35]4)[CH:25]=3)=[CH:6][NH:7]2)=[CH:3][CH:2]=1. The catalyst class is: 18. (2) The catalyst class is: 8. Product: [Cl:3][C:4]1[C:9]([O:10][CH3:11])=[C:8]([CH2:12][N:13]2[CH2:14][CH2:15][CH:16]([N:19]3[CH2:28][CH2:27][C:26]4[N:25]=[C:24]([CH2:29][CH3:30])[C:23]([C:31]([OH:33])=[O:32])=[CH:22][C:21]=4[C:20]3=[O:35])[CH2:17][CH2:18]2)[CH:7]=[C:6]([CH:36]2[CH2:37][CH2:38]2)[C:5]=1[C:39]1[CH:44]=[CH:43][C:42]([F:45])=[CH:41][C:40]=1[F:46]. Reactant: [OH-].[Na+].[Cl:3][C:4]1[C:9]([O:10][CH3:11])=[C:8]([CH2:12][N:13]2[CH2:18][CH2:17][CH:16]([N:19]3[CH2:28][CH2:27][C:26]4[N:25]=[C:24]([CH2:29][CH3:30])[C:23]([C:31]([O:33]C)=[O:32])=[CH:22][C:21]=4[C:20]3=[O:35])[CH2:15][CH2:14]2)[CH:7]=[C:6]([CH:36]2[CH2:38][CH2:37]2)[C:5]=1[C:39]1[CH:44]=[CH:43][C:42]([F:45])=[CH:41][C:40]=1[F:46]. (3) Reactant: C[O:2][C:3](=[O:48])[CH2:4][CH2:5][CH2:6][CH2:7][C:8]([N:10]1[CH2:16][C@H:15]([NH:17][C:18](=[O:30])[C@@H:19]([N:21]([C:23]([O:25][C:26]([CH3:29])([CH3:28])[CH3:27])=[O:24])[CH3:22])[CH3:20])[C:14](=[O:31])[N:13]([CH2:32][C:33]2[C:42]3[C:37](=[CH:38][CH:39]=[CH:40][CH:41]=3)[CH:36]=[CH:35][C:34]=2[CH3:43])[C:12]2[CH:44]=[CH:45][CH:46]=[CH:47][C:11]1=2)=[O:9].[Li+].[OH-].C(O)(=O)CC(CC(O)=O)(C(O)=O)O. Product: [C:26]([O:25][C:23]([N:21]([CH3:22])[C@@H:19]([CH3:20])[C:18]([NH:17][C@H:15]1[CH2:16][N:10]([C:8](=[O:9])[CH2:7][CH2:6][CH2:5][CH2:4][C:3]([OH:48])=[O:2])[C:11]2[CH:47]=[CH:46][CH:45]=[CH:44][C:12]=2[N:13]([CH2:32][C:33]2[C:42]3[C:37](=[CH:38][CH:39]=[CH:40][CH:41]=3)[CH:36]=[CH:35][C:34]=2[CH3:43])[C:14]1=[O:31])=[O:30])=[O:24])([CH3:27])([CH3:29])[CH3:28]. The catalyst class is: 20. (4) Reactant: S(Cl)([Cl:4])(=O)=O.[CH2:6]([O:8][C:9](=[O:16])[CH2:10][C:11](=[O:15])[CH:12]([CH3:14])[CH3:13])[CH3:7]. Product: [CH2:6]([O:8][C:9](=[O:16])[CH:10]([Cl:4])[C:11](=[O:15])[CH:12]([CH3:13])[CH3:14])[CH3:7]. The catalyst class is: 11.